Dataset: Forward reaction prediction with 1.9M reactions from USPTO patents (1976-2016). Task: Predict the product of the given reaction. (1) Given the reactants [Br:1][C:2]1[CH:13]=[CH:12][C:5]2[C:6](=[O:11])OC(=O)[NH:9][C:4]=2[CH:3]=1.[C:14](#[N:18])[CH2:15][C:16]#[N:17].C(N(CC)CC)C.Cl, predict the reaction product. The product is: [NH2:9][C:4]1[CH:3]=[C:2]([Br:1])[CH:13]=[CH:12][C:5]=1[C:6](=[C:15]([C:14]#[N:18])[C:16]#[N:17])[OH:11]. (2) Given the reactants [C:1]([C:3]1[CH:19]=[CH:18][C:6]([O:7][C:8]2[CH:9]=[CH:10][C:11]3[B:15]([OH:16])[O:14][CH2:13][C:12]=3[CH:17]=2)=[CH:5][CH:4]=1)#[N:2].[N-:20]=[N+:21]=[N-:22].[Na+].[Cl-].[NH4+].O, predict the reaction product. The product is: [NH:20]1[C:1]([C:3]2[CH:19]=[CH:18][C:6]([O:7][C:8]3[CH:9]=[CH:10][C:11]4[B:15]([OH:16])[O:14][CH2:13][C:12]=4[CH:17]=3)=[CH:5][CH:4]=2)=[N:2][N:22]=[N:21]1. (3) Given the reactants [NH:1]1[CH2:5][CH2:4][CH2:3][CH2:2]1.Cl[C:7]1[CH:12]=[CH:11][C:10]([I:13])=[CH:9][N:8]=1.O, predict the reaction product. The product is: [I:13][C:10]1[CH:11]=[CH:12][C:7]([N:1]2[CH2:5][CH2:4][CH2:3][CH2:2]2)=[N:8][CH:9]=1.